From a dataset of Full USPTO retrosynthesis dataset with 1.9M reactions from patents (1976-2016). Predict the reactants needed to synthesize the given product. Given the product [F:1][C:2]1[CH:7]=[CH:6][C:5]([N:8]2[CH2:13][CH2:12][N:11]([S:36]([C:33]3[CH:32]=[CH:31][C:30]([O:29][CH3:28])=[CH:35][CH:34]=3)(=[O:38])=[O:37])[C@H:10]([CH3:14])[CH2:9]2)=[C:4]([C:15]([F:17])([F:16])[F:18])[CH:3]=1, predict the reactants needed to synthesize it. The reactants are: [F:1][C:2]1[CH:7]=[CH:6][C:5]([N:8]2[CH2:13][CH2:12][NH:11][CH:10]([CH3:14])[CH2:9]2)=[C:4]([C:15]([F:18])([F:17])[F:16])[CH:3]=1.CCN(C(C)C)C(C)C.[CH3:28][O:29][C:30]1[CH:35]=[CH:34][C:33]([S:36](Cl)(=[O:38])=[O:37])=[CH:32][CH:31]=1.